Dataset: Forward reaction prediction with 1.9M reactions from USPTO patents (1976-2016). Task: Predict the product of the given reaction. (1) The product is: [CH3:17][C:18]1[C:27]2[C:22](=[CH:23][CH:24]=[CH:25][CH:26]=2)[N:21]=[C:20]([C:7]2[S:8][CH:9]=[CH:10][CH:11]=2)[CH:19]=1. Given the reactants CCOCC.Br[C:7]1[S:8][CH:9]=[CH:10][CH:11]=1.[Li]CCCC.[CH3:17][C:18]1[C:27]2[C:22](=[CH:23][CH:24]=[CH:25][CH:26]=2)[N:21]=[CH:20][CH:19]=1, predict the reaction product. (2) Given the reactants [Br:1][C:2]1[CH:3]=[C:4]([C:8]([F:35])([F:34])[C:9](=[O:33])/[CH:10]=[CH:11]/[C@H:12]2[CH2:17][CH2:16][O:15][C:14](=[O:18])[N:13]2[CH2:19][CH2:20][C:21]2[CH:32]=[CH:31][C:24]([C:25]([O:27][CH:28]([CH3:30])[CH3:29])=[O:26])=[CH:23][CH:22]=2)[CH:5]=[CH:6][CH:7]=1.C(O)=O.C(N(CC)CC)C, predict the reaction product. The product is: [Br:1][C:2]1[CH:3]=[C:4]([C:8]([F:34])([F:35])[C@H:9]([OH:33])/[CH:10]=[CH:11]/[C@H:12]2[CH2:17][CH2:16][O:15][C:14](=[O:18])[N:13]2[CH2:19][CH2:20][C:21]2[CH:22]=[CH:23][C:24]([C:25]([O:27][CH:28]([CH3:29])[CH3:30])=[O:26])=[CH:31][CH:32]=2)[CH:5]=[CH:6][CH:7]=1.